The task is: Predict the product of the given reaction.. This data is from Forward reaction prediction with 1.9M reactions from USPTO patents (1976-2016). (1) Given the reactants [OH:1][C@H:2]1[CH2:7][N:6]([C:8]([O:10][CH3:11])=[O:9])[C@H:5]([C:12]([N:14]2[CH2:19][CH2:18][N:17]([C:20]3[CH:25]=[CH:24][CH:23]=[CH:22][CH:21]=3)[CH2:16][CH2:15]2)=[O:13])[C@@H:4]([C:26]([O:28][CH3:29])=[O:27])[CH2:3]1.O1CCCC1.[F:35][C:36]1[CH:37]=[C:38](O)[CH:39]=[CH:40][CH:41]=1.C1(P(C2C=CC=CC=2)C2C=CC=CC=2)C=CC=CC=1.N(C(OCC)=O)=NC(OCC)=O, predict the reaction product. The product is: [F:35][C:36]1[CH:41]=[C:40]([CH:39]=[CH:38][CH:37]=1)[O:1][C@@H:2]1[CH2:7][N:6]([C:8]([O:10][CH3:11])=[O:9])[C@H:5]([C:12]([N:14]2[CH2:19][CH2:18][N:17]([C:20]3[CH:25]=[CH:24][CH:23]=[CH:22][CH:21]=3)[CH2:16][CH2:15]2)=[O:13])[C@@H:4]([C:26]([O:28][CH3:29])=[O:27])[CH2:3]1. (2) Given the reactants [CH2:1]([O:3][C:4]1[CH:23]=[C:22]([F:24])[C:7]([CH2:8][N:9]2[C:17]3[C:12](=[CH:13][CH:14]=[CH:15][CH:16]=3)[C:11]([C:18](OC)=O)=[N:10]2)=[C:6]([F:25])[CH:5]=1)[CH3:2].Cl.Cl.[C:28](=[NH:34])([NH2:33])[CH2:29][C:30](=[NH:32])[NH2:31].C[O-].[Na+], predict the reaction product. The product is: [CH2:1]([O:3][C:4]1[CH:23]=[C:22]([F:24])[C:7]([CH2:8][N:9]2[C:17]3[C:12](=[CH:13][CH:14]=[CH:15][CH:16]=3)[C:11]([C:18]3[N:33]=[C:28]([NH2:34])[CH:29]=[C:30]([NH2:32])[N:31]=3)=[N:10]2)=[C:6]([F:25])[CH:5]=1)[CH3:2]. (3) Given the reactants [CH:1]([NH2:3])=O.[NH2:4][C:5]1[NH:9][N:8]=[C:7]([C:10]2[CH:15]=[CH:14][C:13]([N+:16]([O-:18])=O)=[CH:12][CH:11]=2)[C:6]=1[C:19]#[N:20].[OH2:21], predict the reaction product. The product is: [N+:16]([C:13]1[CH:12]=[CH:11][C:10]([C:7]2[C:6]3[C:5](=[N:4][CH:1]=[N:3][C:19]=3[NH2:20])[NH:9][N:8]=2)=[CH:15][CH:14]=1)([O-:18])=[O:21]. (4) Given the reactants [F:1][C:2]1[CH:7]=[CH:6][C:5]([C:8]2[O:9][C:10]3[CH:20]=[C:19]([N:21]([CH3:26])[S:22]([CH3:25])(=[O:24])=[O:23])[C:18]([C@H:27]4[CH2:32][CH2:31][CH2:30][NH:29][CH2:28]4)=[CH:17][C:11]=3[C:12]=2[C:13]([NH:15][CH3:16])=[O:14])=[CH:4][CH:3]=1.[F:33][C:34]([F:48])([F:47])[C:35]1[CH:36]=[CH:37][CH:38]=[C:39]2[C:43]=1[NH:42][C:41]([C:44](O)=[O:45])=[CH:40]2.C(N(CC)C(C)C)(C)C.CN(C)CCCN=C=NCC, predict the reaction product. The product is: [F:1][C:2]1[CH:7]=[CH:6][C:5]([C:8]2[O:9][C:10]3[CH:20]=[C:19]([N:21]([CH3:26])[S:22]([CH3:25])(=[O:24])=[O:23])[C:18]([C@H:27]4[CH2:32][CH2:31][CH2:30][N:29]([C:44]([C:41]5[NH:42][C:43]6[C:39]([CH:40]=5)=[CH:38][CH:37]=[CH:36][C:35]=6[C:34]([F:48])([F:33])[F:47])=[O:45])[CH2:28]4)=[CH:17][C:11]=3[C:12]=2[C:13]([NH:15][CH3:16])=[O:14])=[CH:4][CH:3]=1.